Dataset: Full USPTO retrosynthesis dataset with 1.9M reactions from patents (1976-2016). Task: Predict the reactants needed to synthesize the given product. The reactants are: [O:1]1[CH:5]=[CH:4][CH:3]=[C:2]1[C:6]([N:8]=[C:9]=[S:10])=[O:7].[NH2:11][CH2:12][CH2:13][CH2:14][N:15]1[C:23]2[C:22]([CH3:24])=[C:21]([CH3:25])[N:20]=[C:19]([NH2:26])[C:18]=2[N:17]=[C:16]1[CH3:27]. Given the product [NH2:26][C:19]1[C:18]2[N:17]=[C:16]([CH3:27])[N:15]([CH2:14][CH2:13][CH2:12][NH:11][C:9]([NH:8][C:6]([C:2]3[O:1][CH:5]=[CH:4][CH:3]=3)=[O:7])=[S:10])[C:23]=2[C:22]([CH3:24])=[C:21]([CH3:25])[N:20]=1, predict the reactants needed to synthesize it.